Dataset: Peptide-MHC class I binding affinity with 185,985 pairs from IEDB/IMGT. Task: Regression. Given a peptide amino acid sequence and an MHC pseudo amino acid sequence, predict their binding affinity value. This is MHC class I binding data. (1) The peptide sequence is RYRRLIQIL. The MHC is HLA-B27:05 with pseudo-sequence HLA-B27:05. The binding affinity (normalized) is 0.274. (2) The peptide sequence is FVFTLTVPS. The MHC is HLA-A02:01 with pseudo-sequence HLA-A02:01. The binding affinity (normalized) is 0.423. (3) The peptide sequence is TYLQSLASL. The MHC is HLA-B07:02 with pseudo-sequence HLA-B07:02. The binding affinity (normalized) is 0.213. (4) The peptide sequence is ATDALMTGY. The MHC is HLA-B18:01 with pseudo-sequence HLA-B18:01. The binding affinity (normalized) is 0.